This data is from Full USPTO retrosynthesis dataset with 1.9M reactions from patents (1976-2016). The task is: Predict the reactants needed to synthesize the given product. Given the product [CH2:9]([S:11][C:12]1[CH:26]=[CH:25][C:15]([CH2:16][C:17]2[C:18](=[O:19])[NH:4][C:2]([CH3:3])=[N:5][C:22]=2[CH3:24])=[CH:14][CH:13]=1)[CH3:10], predict the reactants needed to synthesize it. The reactants are: Cl.[C:2]([NH2:5])(=[NH:4])[CH3:3].C[O-].[Na+].[CH2:9]([S:11][C:12]1[CH:26]=[CH:25][C:15]([CH2:16][CH:17]([C:22]([CH3:24])=O)[C:18](OC)=[O:19])=[CH:14][CH:13]=1)[CH3:10].O.